Dataset: Reaction yield outcomes from USPTO patents with 853,638 reactions. Task: Predict the reaction yield, written as a fraction of the theoretical maximum amount of product (1.0 means a 100% yield; for example, 0.34 means a 34% yield). (1) The reactants are O[CH2:2][C:3]1[CH:8]=[CH:7][CH:6]=[CH:5][C:4]=1[S:9][C:10]1[C:15]([CH2:16]O)=[CH:14][CH:13]=[CH:12][CH:11]=1.C([N:21]([CH:24]([CH3:26])C)CC)(C)C.O.Cl.[C:29](#[N:32])[CH2:30]C. No catalyst specified. The yield is 0.430. The product is [C:29]([CH2:30][CH2:2][C:3]1[CH:8]=[CH:7][CH:6]=[CH:5][C:4]=1[S:9][C:10]1[C:15]([CH2:16][CH2:26][C:24]#[N:21])=[CH:14][CH:13]=[CH:12][CH:11]=1)#[N:32]. (2) The reactants are C[O:2][C:3](=[O:22])[C:4]1[CH:9]=[CH:8][C:7]([NH:10][C:11]([NH:13][C:14]2[CH:19]=[N:18][CH:17]=[CH:16][N:15]=2)=[O:12])=[C:6]([O:20][CH3:21])[CH:5]=1.O.O.[OH-].[Li+]. The catalyst is CO. The product is [CH3:21][O:20][C:6]1[CH:5]=[C:4]([CH:9]=[CH:8][C:7]=1[NH:10][C:11]([NH:13][C:14]1[CH:19]=[N:18][CH:17]=[CH:16][N:15]=1)=[O:12])[C:3]([OH:22])=[O:2]. The yield is 0.930. (3) The reactants are [CH2:1]([C:4]1([C:17]([OH:19])=O)[CH2:9][CH2:8][N:7]([C:10]([O:12][C:13]([CH3:16])([CH3:15])[CH3:14])=[O:11])[CH2:6][CH2:5]1)[CH:2]=[CH2:3].N1C=CC=CC=1.C(Cl)(=O)C(Cl)=O.[Cl:32][C:33]1[CH:34]=[C:35]([CH:37]=[CH:38][CH:39]=1)[NH2:36]. The catalyst is CN(C=O)C.C(Cl)Cl. The product is [CH2:1]([C:4]1([C:17](=[O:19])[NH:36][C:35]2[CH:37]=[CH:38][CH:39]=[C:33]([Cl:32])[CH:34]=2)[CH2:5][CH2:6][N:7]([C:10]([O:12][C:13]([CH3:14])([CH3:15])[CH3:16])=[O:11])[CH2:8][CH2:9]1)[CH:2]=[CH2:3]. The yield is 0.510. (4) The product is [OH:5][CH:3]([CH3:4])[CH2:2][NH:1][C:11](=[O:12])[O:10][C:7]([CH3:9])([CH3:8])[CH3:6]. The yield is 0.874. The reactants are [NH2:1][CH2:2][CH:3]([OH:5])[CH3:4].[CH3:6][C:7]([O:10][C:11](O[C:11]([O:10][C:7]([CH3:9])([CH3:8])[CH3:6])=[O:12])=[O:12])([CH3:9])[CH3:8]. The catalyst is C1COCC1.O.C1COCC1. (5) The reactants are C(O[C:4]([C:6]1[O:10][N:9]=[C:8](/[CH:11]=[CH:12]/[C:13]2[C:14]([CH2:19][CH2:20][CH2:21][CH3:22])=[N:15][O:16][C:17]=2[CH3:18])[CH:7]=1)=[O:5])C.[CH2:23]([CH2:25][NH2:26])[OH:24].N12CCCNC1=NCCC2. The catalyst is C1(C)C=CC=CC=1. The product is [OH:24][CH2:23][CH2:25][NH:26][C:4]([C:6]1[O:10][N:9]=[C:8](/[CH:11]=[CH:12]/[C:13]2[C:14]([CH2:19][CH2:20][CH2:21][CH3:22])=[N:15][O:16][C:17]=2[CH3:18])[CH:7]=1)=[O:5]. The yield is 0.270. (6) The reactants are [NH2:1][C:2]1[CH:7]=[C:6]([Cl:8])[C:5]([Br:9])=[CH:4][C:3]=1[OH:10].[Yb+3].F[C:13](F)(F)S([O-])(=O)=O.FC(F)(F)S([O-])(=O)=O.FC(F)(F)S([O-])(=O)=O.C(OC)(OC)OC. The catalyst is CCO.CC(=O)OCC.CCCCCC. The product is [Br:9][C:5]1[C:6]([Cl:8])=[CH:7][C:2]2[N:1]=[CH:13][O:10][C:3]=2[CH:4]=1. The yield is 0.652. (7) The reactants are [Br:1][C:2]1[C:6]2[CH2:7][N:8]([C:11](OC(C)(C)C)=[O:12])[CH2:9][CH2:10][C:5]=2[N:4]([CH3:18])[N:3]=1.F[C:20](F)(F)C(O)=O.C(OC(=O)C)(=O)C.O. The catalyst is C(Cl)Cl. The product is [Br:1][C:2]1[C:6]2[CH2:7][N:8]([C:11](=[O:12])[CH3:20])[CH2:9][CH2:10][C:5]=2[N:4]([CH3:18])[N:3]=1. The yield is 0.870. (8) The reactants are [Cl:1][C:2]1[CH:7]=[CH:6][C:5](/[CH:8]=[CH:9]/[C:10]2(C(C3CCCCO3)=O)[C:18]3[C:13](=[CH:14][CH:15]=[C:16]([C:19]4[N:23]=[CH:22][N:21](C(C5C=CC=CC=5)(C5C=CC=CC=5)C5C=CC=CC=5)[N:20]=4)[CH:17]=3)[NH:12][NH:11]2)=[CH:4][CH:3]=1. The catalyst is O1CCOCC1.Cl. The product is [Cl:1][C:2]1[CH:7]=[CH:6][C:5](/[CH:8]=[CH:9]/[C:10]2[C:18]3[C:13](=[CH:14][CH:15]=[C:16]([C:19]4[N:23]=[CH:22][NH:21][N:20]=4)[CH:17]=3)[NH:12][N:11]=2)=[CH:4][CH:3]=1. The yield is 0.566. (9) The reactants are C([S:6][C:7]1[CH:8]=[C:9]([C:13]2[CH:18]=[CH:17][CH:16]=[CH:15][CH:14]=2)[CH:10]=[CH:11][CH:12]=1)(=S)OCC.[OH-].[K+]. The catalyst is C(O)C. The product is [C:9]1([C:13]2[CH:14]=[CH:15][CH:16]=[CH:17][CH:18]=2)[CH:10]=[CH:11][CH:12]=[C:7]([SH:6])[CH:8]=1. The yield is 0.773.